This data is from Forward reaction prediction with 1.9M reactions from USPTO patents (1976-2016). The task is: Predict the product of the given reaction. (1) Given the reactants [NH2:1][C:2]1[C:11]([C:12]([NH:14][C:15]2[S:19][N:18]=[C:17]([CH3:20])[C:16]=2Br)=[O:13])=[C:5]2[N:6]=[CH:7][C:8]([F:10])=[CH:9][N:4]2[N:3]=1.CN([C:25](ON1N=NC2C=CC=CC1=2)=[N+:26]([CH3:28])[CH3:27])C.[B-](F)(F)(F)F.[C:44](=[O:47])([O-])[O-].[Cs+].[Cs+].[CH:50]1(P(C2CCCCC2)C2C=CC=CC=2C2C(C(C)C)=CC(C(C)C)=CC=2C(C)C)CCCCC1, predict the reaction product. The product is: [NH2:1][C:2]1[C:11]([C:12]([NH:14][C:15]2[S:19][N:18]=[C:17]([CH3:20])[C:16]=2[CH2:27][N:26]2[CH2:25][CH2:44][O:47][CH2:50][CH2:28]2)=[O:13])=[C:5]2[N:6]=[CH:7][C:8]([F:10])=[CH:9][N:4]2[N:3]=1. (2) Given the reactants [CH:1]1([C:4]2[CH:5]=[C:6]([CH3:31])[C:7]([N:10]3[CH2:15][CH2:14][N:13]([C:16]([C:18]4[C:19]([CH3:30])=[CH:20][C:21]([N:24]5[CH2:28][CH2:27][CH2:26][C:25]5=[O:29])=[N:22][CH:23]=4)=[O:17])[CH2:12][CH2:11]3)=[N:8][CH:9]=2)[CH2:3][CH2:2]1.[ClH:32].C(OCC)C, predict the reaction product. The product is: [ClH:32].[ClH:32].[CH:1]1([C:4]2[CH:5]=[C:6]([CH3:31])[C:7]([N:10]3[CH2:11][CH2:12][N:13]([C:16]([C:18]4[C:19]([CH3:30])=[CH:20][C:21]([N:24]5[CH2:28][CH2:27][CH2:26][C:25]5=[O:29])=[N:22][CH:23]=4)=[O:17])[CH2:14][CH2:15]3)=[N:8][CH:9]=2)[CH2:2][CH2:3]1.